Predict the reactants needed to synthesize the given product. From a dataset of Full USPTO retrosynthesis dataset with 1.9M reactions from patents (1976-2016). (1) Given the product [Cl:11][C:12]1[CH:17]=[C:16]([C:2]2[CH:10]=[CH:9][C:5]([C:6]([OH:8])=[O:7])=[CH:4][CH:3]=2)[CH:15]=[CH:14][CH:13]=1, predict the reactants needed to synthesize it. The reactants are: Br[C:2]1[CH:10]=[CH:9][C:5]([C:6]([OH:8])=[O:7])=[CH:4][CH:3]=1.[Cl:11][C:12]1[CH:13]=[C:14](OB(O)O)[CH:15]=[CH:16][CH:17]=1. (2) Given the product [NH2:7][C:2]1[CH:3]=[CH:4][CH:5]=[CH:6][C:1]=1[NH:8][CH2:12][C@@H:11]([OH:16])[C:10]([F:18])([F:17])[F:9], predict the reactants needed to synthesize it. The reactants are: [C:1]1([NH2:8])[C:2]([NH2:7])=[CH:3][CH:4]=[CH:5][CH:6]=1.[F:9][C:10]([F:18])([F:17])[CH:11]([OH:16])[C:12](F)(F)F. (3) Given the product [Cl:10][C:11]1[C:12]([F:19])=[CH:13][C:14]2[N:17]([CH2:28][CH2:2][N:3]3[CH2:8][CH2:7][CH2:6][CH2:5][CH2:4]3)[C:24]3[CH2:23][CH2:22][N:21]([CH3:20])[CH2:26][C:25]=3[C:15]=2[CH:16]=1, predict the reactants needed to synthesize it. The reactants are: Br[CH2:2][N:3]1[CH2:8][CH2:7][CH2:6][CH2:5][CH2:4]1.Cl.[Cl:10][C:11]1[CH:16]=[CH:15][C:14]([NH:17]N)=[CH:13][C:12]=1[F:19].[CH3:20][N:21]1[CH2:26][CH2:25][C:24](=O)[CH2:23][CH2:22]1.[CH2:28](N(CC)CC)C. (4) The reactants are: C([NH:8][C:9]1[CH:25]=[CH:24][C:12]2[N:13]=[C:14]([C:16]3[CH:21]=[CH:20][C:19]([O:22]C)=[CH:18][CH:17]=3)[S:15][C:11]=2[CH:10]=1)C1C=CC=CC=1.Cl.N1C=CC=CC=1.C([O-])(O)=O.[Na+]. Given the product [NH2:8][C:9]1[CH:25]=[CH:24][C:12]2[N:13]=[C:14]([C:16]3[CH:17]=[CH:18][C:19]([OH:22])=[CH:20][CH:21]=3)[S:15][C:11]=2[CH:10]=1, predict the reactants needed to synthesize it. (5) Given the product [CH2:3]([Sn:33]([CH2:34][CH2:35][CH2:36][CH3:37])([CH2:29][CH2:30][CH2:31][CH3:32])[C:15]1[S:14][C:13]([C:17]2[S:18][C:19]([Sn:33]([CH2:42][CH2:43][CH2:44][CH3:45])([CH2:38][CH2:39][CH2:40][CH3:41])[CH2:34][CH2:35][CH2:36][CH3:37])=[C:20]([CH2:22][CH2:23][CH2:24][CH2:25][CH2:26][CH3:27])[CH:21]=2)=[C:12]([CH2:6][CH2:7][CH2:8][CH2:9][CH2:10][CH3:11])[CH:16]=1)[CH2:2][CH2:1][CH3:5], predict the reactants needed to synthesize it. The reactants are: [CH2:1]1[CH2:5]O[CH2:3][CH2:2]1.[CH2:6]([C:12]1[CH:16]=[CH:15][S:14][C:13]=1[C:17]1[S:18][CH:19]=[C:20]([CH2:22][CH2:23][CH2:24][CH2:25][CH2:26][CH3:27])[CH:21]=1)[CH2:7][CH2:8][CH2:9][CH2:10][CH3:11].[Li][CH2:29][CH2:30][CH2:31][CH3:32].[Sn:33](Cl)([CH2:42][CH2:43][CH2:44][CH3:45])([CH2:38][CH2:39][CH2:40][CH3:41])[CH2:34][CH2:35][CH2:36][CH3:37]. (6) Given the product [C:1]([C:5]1[N:6]=[C:7]([N:16]2[CH2:20][CH2:19][C:18]([F:21])([F:22])[CH2:17]2)[C:8]2[N:13]=[N:12][N:11]([CH2:14][C:15]3[N:49]([CH3:45])[N:48]=[C:47]([CH3:51])[N:46]=3)[C:9]=2[N:10]=1)([CH3:2])([CH3:3])[CH3:4], predict the reactants needed to synthesize it. The reactants are: [C:1]([C:5]1[N:6]=[C:7]([N:16]2[CH2:20][CH2:19][C:18]([F:22])([F:21])[CH2:17]2)[C:8]2[N:13]=[N:12][N:11]([CH2:14][CH3:15])[C:9]=2[N:10]=1)([CH3:4])([CH3:3])[CH3:2].C(C1N=C(N2CCC(F)(F)C2)C2N=NNC=2N=1)(C)(C)C.ClC[C:45]1[N:49](C)[N:48]=[C:47]([CH3:51])[N:46]=1. (7) The reactants are: [C:1](#[N:3])C.[CH:4]1[CH:5]=[CH:6][C:7]([CH:10]([N:18]2[CH2:23][CH2:22][N:21]([CH2:24][CH2:25][O:26][CH2:27][C:28]([OH:30])=O)[CH2:20][CH2:19]2)[C:11]2[CH:12]=[CH:13][C:14]([Cl:17])=[CH:15][CH:16]=2)=[CH:8][CH:9]=1.[C:31]1(C)C=CC=CC=1. Given the product [CH3:31][N:3]([CH3:1])[C:28](=[O:30])[CH2:27][O:26][CH2:25][CH2:24][N:21]1[CH2:22][CH2:23][N:18]([CH:10]([C:7]2[CH:6]=[CH:5][CH:4]=[CH:9][CH:8]=2)[C:11]2[CH:16]=[CH:15][C:14]([Cl:17])=[CH:13][CH:12]=2)[CH2:19][CH2:20]1, predict the reactants needed to synthesize it. (8) Given the product [O:20]=[C:6]1[N:7]([CH2:9][C:10]2[CH:15]=[CH:14][C:13]([C:16]([F:19])([F:18])[F:17])=[CH:12][CH:11]=2)[N:8]=[C:3]([CH:2]=[O:1])[CH:4]=[CH:5]1, predict the reactants needed to synthesize it. The reactants are: [OH:1][CH2:2][C:3]1[CH2:4][CH2:5][C:6](=[O:20])[N:7]([CH2:9][C:10]2[CH:15]=[CH:14][C:13]([C:16]([F:19])([F:18])[F:17])=[CH:12][CH:11]=2)[N:8]=1.